Dataset: CYP2C19 inhibition data for predicting drug metabolism from PubChem BioAssay. Task: Regression/Classification. Given a drug SMILES string, predict its absorption, distribution, metabolism, or excretion properties. Task type varies by dataset: regression for continuous measurements (e.g., permeability, clearance, half-life) or binary classification for categorical outcomes (e.g., BBB penetration, CYP inhibition). Dataset: cyp2c19_veith. (1) The drug is CSc1nc2ccccc2cc1/C=C(\C#N)c1cccc(Cl)c1. The result is 1 (inhibitor). (2) The drug is S=C1NCN2CCN(CC2)CNC(=S)C(=S)NCN2CCN(CC2)CNC1=S. The result is 0 (non-inhibitor). (3) The result is 0 (non-inhibitor). The drug is CCn1c(=O)[nH]c2cc(Cl)c(Cl)cc21. (4) The compound is CCOC(=O)c1c2c(n3ccccc13)C(=O)c1ccccc1C2=O. The result is 0 (non-inhibitor).